From a dataset of Catalyst prediction with 721,799 reactions and 888 catalyst types from USPTO. Predict which catalyst facilitates the given reaction. (1) Reactant: FC(F)(F)C(O)=O.[CH3:8][S:9]([C:12]1[CH:13]=[C:14]2[C:18](=[CH:19][CH:20]=1)[N:17]([C:21]1[N:26]=[CH:25][N:24]=[C:23]([O:27][CH:28]3[CH2:33][CH2:32][N:31](C(OC(C)(C)C)=O)[CH2:30][CH2:29]3)[CH:22]=1)[CH2:16][CH2:15]2)(=[O:11])=[O:10].C(N(C(C)C)CC)(C)C.[CH2:50]([S:54](Cl)(=[O:56])=[O:55])[CH2:51][CH2:52][CH3:53]. Product: [CH2:50]([S:54]([N:31]1[CH2:32][CH2:33][CH:28]([O:27][C:23]2[N:24]=[CH:25][N:26]=[C:21]([N:17]3[C:18]4[C:14](=[CH:13][C:12]([S:9]([CH3:8])(=[O:10])=[O:11])=[CH:20][CH:19]=4)[CH2:15][CH2:16]3)[CH:22]=2)[CH2:29][CH2:30]1)(=[O:56])=[O:55])[CH2:51][CH2:52][CH3:53]. The catalyst class is: 4. (2) Reactant: [O:1]=[C:2]1[C:11]2[C:6](=[CH:7][CH:8]=[CH:9][CH:10]=2)[C:5]([C:12]([O:14][CH2:15][CH3:16])=[O:13])=[N:4][NH:3]1.[H-].[Na+].Br[CH2:20][C:21]([N:23]([C:26]1[CH:36]=[CH:35][C:29]2[O:30][C:31]([F:34])([F:33])[O:32][C:28]=2[CH:27]=1)[CH2:24][CH3:25])=[O:22]. Product: [F:34][C:31]1([F:33])[O:30][C:29]2[CH:35]=[CH:36][C:26]([N:23]([CH2:24][CH3:25])[C:21](=[O:22])[CH2:20][N:3]3[C:2](=[O:1])[C:11]4[C:6](=[CH:7][CH:8]=[CH:9][CH:10]=4)[C:5]([C:12]([O:14][CH2:15][CH3:16])=[O:13])=[N:4]3)=[CH:27][C:28]=2[O:32]1. The catalyst class is: 20. (3) Reactant: [CH2:1]([C:5]1[CH:10]=[CH:9][C:8]([C:11]#[C:12][C:13]2[CH:41]=[CH:40][C:16]([CH2:17][N:18]([CH2:34][CH2:35][CH2:36][CH2:37][CH2:38][CH3:39])[C:19]([C:21]3[CH:33]=[CH:32][C:24]4[O:25]C(C)(C)[O:27][C:28](=[O:29])[C:23]=4[CH:22]=3)=[O:20])=[CH:15][CH:14]=2)=[CH:7][CH:6]=1)[CH2:2][CH2:3][CH3:4].[OH-].[Li+]. Product: [CH2:1]([C:5]1[CH:10]=[CH:9][C:8]([C:11]#[C:12][C:13]2[CH:41]=[CH:40][C:16]([CH2:17][N:18]([CH2:34][CH2:35][CH2:36][CH2:37][CH2:38][CH3:39])[C:19]([C:21]3[CH:33]=[CH:32][C:24]([OH:25])=[C:23]([CH:22]=3)[C:28]([OH:29])=[O:27])=[O:20])=[CH:15][CH:14]=2)=[CH:7][CH:6]=1)[CH2:2][CH2:3][CH3:4]. The catalyst class is: 20. (4) Reactant: C(OC([NH:11][C:12]1[C:21]2[C:16](=[CH:17][CH:18]=[CH:19][CH:20]=2)[C:15]([CH2:22][CH2:23][Cl:24])=[C:14]([NH:25][C:26]([C:28]2[NH:29][C:30]3[C:35]([CH:36]=2)=[CH:34][C:33]([O:37][CH3:38])=[CH:32][CH:31]=3)=[O:27])[CH:13]=1)=O)C1C=CC=CC=1. Product: [Cl:24][CH2:23][CH2:22][C:15]1[C:16]2[C:21](=[CH:20][CH:19]=[CH:18][CH:17]=2)[C:12]([NH2:11])=[CH:13][C:14]=1[NH:25][C:26]([C:28]1[NH:29][C:30]2[C:35]([CH:36]=1)=[CH:34][C:33]([O:37][CH3:38])=[CH:32][CH:31]=2)=[O:27]. The catalyst class is: 123. (5) Reactant: [C:1]([C:4]1[O:5][CH:6]=[C:7]([C:9]([O:11][CH2:12][CH3:13])=[O:10])[N:8]=1)(=[O:3])[CH3:2].[CH3:14][Mg]I.CCOCC. Product: [OH:3][C:1]([C:4]1[O:5][CH:6]=[C:7]([C:9]([O:11][CH2:12][CH3:13])=[O:10])[N:8]=1)([CH3:14])[CH3:2]. The catalyst class is: 1. (6) Reactant: C1COCC1.Cl[C:7]1[C:12]([C:13]#[N:14])=[CH:11][N:10]=[C:9]([S:15][CH3:16])[N:8]=1.[CH2:17]([NH2:20])[CH2:18][CH3:19].C(Cl)(=O)C1C=CC=CC=1. Product: [CH2:17]([NH:20][C:7]1[C:12]([C:13]#[N:14])=[CH:11][N:10]=[C:9]([S:15][CH3:16])[N:8]=1)[CH2:18][CH3:19]. The catalyst class is: 22. (7) Reactant: Br[C:2]1[CH:11]=[N:10][CH:9]=[C:8]2[C:3]=1[CH:4]=[C:5]([C:12]([O:14][CH2:15][CH3:16])=[O:13])[CH:6]=[N:7]2.C1(C2C3C(=CC=CC=3)C=CC=2P(C2C=CC=CC=2)C2C=CC=CC=2)C2C(=CC=CC=2)C=CC=1P(C1C=CC=CC=1)C1C=CC=CC=1.C(=O)([O-])[O-].[Cs+].[Cs+].[F:69][C:70]1([F:76])[CH2:75][CH2:74][NH:73][CH2:72][CH2:71]1. Product: [CH2:15]([O:14][C:12]([C:5]1[CH:6]=[N:7][C:8]2[C:3]([CH:4]=1)=[C:2]([N:73]1[CH2:74][CH2:75][C:70]([F:76])([F:69])[CH2:71][CH2:72]1)[CH:11]=[N:10][CH:9]=2)=[O:13])[CH3:16]. The catalyst class is: 164.